From a dataset of Catalyst prediction with 721,799 reactions and 888 catalyst types from USPTO. Predict which catalyst facilitates the given reaction. (1) Reactant: Cl[C:2]1[N:11]=[C:10]([NH:12][CH2:13][CH2:14][C:15]2[CH:20]=[CH:19][CH:18]=[CH:17][CH:16]=2)[C:9]2[C:4](=[CH:5][CH:6]=[CH:7][CH:8]=2)[N:3]=1.[N:21]1[CH:22]=[CH:23][N:24]2[CH:29]=[C:28](B(O)O)[CH:27]=[CH:26][C:25]=12.C(NC1C2C(=CC=CC=2)N=C(C2SC3C=CC=CC=3C=2)N=1)(C1C=CC=CC=1)C1C=CC=CC=1. Product: [N:21]1[CH:22]=[CH:23][N:24]2[CH:29]=[C:28]([C:2]3[N:11]=[C:10]([NH:12][CH2:13][CH2:14][C:15]4[CH:20]=[CH:19][CH:18]=[CH:17][CH:16]=4)[C:9]4[C:4](=[CH:5][CH:6]=[CH:7][CH:8]=4)[N:3]=3)[CH:27]=[CH:26][C:25]=12. The catalyst class is: 147. (2) Reactant: [Cl:1][C:2]1[CH:3]=[C:4]([CH:39]=[CH:40][CH:41]=1)[CH2:5][C:6]1[S:10][C:9]([C:11]([C:13]2[C:14]([NH:19][C@H:20]3[CH2:24][C@H:23]([O:25][Si:26]([CH:33]([CH3:35])[CH3:34])([CH:30]([CH3:32])[CH3:31])[CH:27]([CH3:29])[CH3:28])[C@@H:22]([CH2:36][OH:37])[CH2:21]3)=[N:15][CH:16]=[N:17][CH:18]=2)=[O:12])=[C:8]([CH3:38])[CH:7]=1.C(N(CC)C(C)C)(C)C.Cl[S:52]([NH2:55])(=[O:54])=[O:53]. Product: [S:52](=[O:54])(=[O:53])([O:37][CH2:36][C@H:22]1[CH2:21][C@@H:20]([NH:19][C:14]2[C:13]([C:11]([C:9]3[S:10][C:6]([CH2:5][C:4]4[CH:39]=[CH:40][CH:41]=[C:2]([Cl:1])[CH:3]=4)=[CH:7][C:8]=3[CH3:38])=[O:12])=[CH:18][N:17]=[CH:16][N:15]=2)[CH2:24][C@@H:23]1[O:25][Si:26]([CH:33]([CH3:34])[CH3:35])([CH:27]([CH3:28])[CH3:29])[CH:30]([CH3:31])[CH3:32])[NH2:55]. The catalyst class is: 1. (3) Reactant: [OH:1][N:2]=[CH:3][C:4]1[N:9]=[C:8]([CH3:10])[N:7]=[C:6]([C:11]([NH:13][CH2:14][C:15]2[CH:20]=[CH:19][C:18]([O:21][CH3:22])=[CH:17][CH:16]=2)=[O:12])[CH:5]=1.[CH:23]([CH:25]1[CH2:30][CH2:29][N:28]([C:31]([O:33][C:34]([CH3:37])([CH3:36])[CH3:35])=[O:32])[CH2:27][CH2:26]1)=[CH2:24].C(O)(=O)C.C(O)(=O)C.IC1C=CC=CC=1. Product: [CH3:22][O:21][C:18]1[CH:17]=[CH:16][C:15]([CH2:14][NH:13][C:11]([C:6]2[N:7]=[C:8]([CH3:10])[N:9]=[C:4]([C:3]3[CH2:24][CH:23]([CH:25]4[CH2:26][CH2:27][N:28]([C:31]([O:33][C:34]([CH3:35])([CH3:37])[CH3:36])=[O:32])[CH2:29][CH2:30]4)[O:1][N:2]=3)[CH:5]=2)=[O:12])=[CH:20][CH:19]=1. The catalyst class is: 22. (4) Reactant: C(OC(=O)[NH:7][C:8]1[S:9][C:10]([C:36]2[CH:41]=[CH:40][CH:39]=[CH:38][N:37]=2)=[CH:11][C:12]=1[C:13]([N:15]1[CH2:20][CH2:19][CH:18]([N:21]2[CH2:35][CH2:34][CH2:33][C:23]3([C:27](=[O:28])[N:26]([CH:29]([CH3:31])[CH3:30])[C:25](=[O:32])[CH2:24]3)[CH2:22]2)[CH2:17][CH2:16]1)=[O:14])(C)(C)C.C(=O)([O-])[O-].[K+].[K+]. Product: [NH2:7][C:8]1[S:9][C:10]([C:36]2[CH:41]=[CH:40][CH:39]=[CH:38][N:37]=2)=[CH:11][C:12]=1[C:13]([N:15]1[CH2:20][CH2:19][CH:18]([N:21]2[CH2:35][CH2:34][CH2:33][C:23]3([C:27](=[O:28])[N:26]([CH:29]([CH3:31])[CH3:30])[C:25](=[O:32])[CH2:24]3)[CH2:22]2)[CH2:17][CH2:16]1)=[O:14]. The catalyst class is: 55. (5) Reactant: [N:1]1[C:10]2[C:5](=[CH:6][CH:7]=[C:8]3[CH:14]=[CH:13][CH:12]=[CH:11][C:9]3=2)[CH:4]=[CH:3][CH:2]=1.[C:15]([O-:18])(=[O:17])[CH3:16].[Pd+2:19].C([O-])(=O)C. Product: [C:15]([O-:18])(=[O:17])[CH3:16].[N:1]1[C:10]2[C:5](=[CH:6][CH:7]=[C:8]3[CH:14]=[CH:13][CH:12]=[CH:11][C:9]3=2)[CH:4]=[CH:3][C:2]=1[Pd+:19]. The catalyst class is: 5. (6) Reactant: Br[C:2]1[S:3][CH:4]=[C:5]([Br:7])[N:6]=1.C([Li])CCC.[Cl:13][C:14]1[N:19]=[C:18](Cl)[CH:17]=[CH:16][N:15]=1.O.C(C1C(=O)C(Cl)=C(Cl)C(=O)C=1C#N)#N.[OH-].[Na+]. Product: [Br:7][C:5]1[N:6]=[C:2]([C:16]2[CH:17]=[CH:18][N:19]=[C:14]([Cl:13])[N:15]=2)[S:3][CH:4]=1. The catalyst class is: 385. (7) Reactant: [OH-].[Li+].[F:3][C:4]1[CH:5]=[C:6]([CH:18]=[CH:19][CH:20]=1)[CH2:7][N:8]1[CH:12]=[C:11]([C:13]([O:15]CC)=[O:14])[N:10]=[CH:9]1. Product: [F:3][C:4]1[CH:5]=[C:6]([CH:18]=[CH:19][CH:20]=1)[CH2:7][N:8]1[CH:12]=[C:11]([C:13]([OH:15])=[O:14])[N:10]=[CH:9]1. The catalyst class is: 1.